Dataset: NCI-60 drug combinations with 297,098 pairs across 59 cell lines. Task: Regression. Given two drug SMILES strings and cell line genomic features, predict the synergy score measuring deviation from expected non-interaction effect. Drug 1: CC1=C(C=C(C=C1)NC(=O)C2=CC=C(C=C2)CN3CCN(CC3)C)NC4=NC=CC(=N4)C5=CN=CC=C5. Drug 2: C1CNP(=O)(OC1)N(CCCl)CCCl. Cell line: MCF7. Synergy scores: CSS=-3.02, Synergy_ZIP=0.869, Synergy_Bliss=-0.978, Synergy_Loewe=-3.49, Synergy_HSA=-3.47.